From a dataset of Catalyst prediction with 721,799 reactions and 888 catalyst types from USPTO. Predict which catalyst facilitates the given reaction. (1) Reactant: Br[CH2:2][C:3]1[CH:8]=[CH:7][CH:6]=[C:5]([N+:9]([O-:11])=[O:10])[CH:4]=1.[NH:12]1[CH2:16][CH2:15][CH2:14][CH2:13]1.C(N(CC)CC)C.O. Product: [N+:9]([C:5]1[CH:4]=[C:3]([CH:8]=[CH:7][CH:6]=1)[CH2:2][N:12]1[CH2:16][CH2:15][CH2:14][CH2:13]1)([O-:11])=[O:10]. The catalyst class is: 1. (2) Reactant: O.[NH2:2][NH2:3].[C:4]([CH2:6][C:7]([C:9]1[CH:14]=[CH:13][C:12]([N:15]2[CH2:20][CH2:19][N:18]([C:21]([O:23][C:24]([CH3:27])([CH3:26])[CH3:25])=[O:22])[CH2:17][CH2:16]2)=[CH:11][CH:10]=1)=O)#[N:5]. Product: [NH2:5][C:4]1[NH:3][N:2]=[C:7]([C:9]2[CH:14]=[CH:13][C:12]([N:15]3[CH2:20][CH2:19][N:18]([C:21]([O:23][C:24]([CH3:27])([CH3:26])[CH3:25])=[O:22])[CH2:17][CH2:16]3)=[CH:11][CH:10]=2)[CH:6]=1. The catalyst class is: 8. (3) Reactant: [CH:1]([O:4][C:5]1[CH:6]=[C:7]([NH2:18])[CH:8]=[CH:9][C:10]=1[N:11]1[CH2:16][CH2:15][N:14]([CH3:17])[CH2:13][CH2:12]1)([CH3:3])[CH3:2].C(O[CH:22]=[C:23]([C:29]([O:31][CH2:32][CH3:33])=[O:30])[C:24]([O:26][CH2:27][CH3:28])=[O:25])C. Product: [CH:1]([O:4][C:5]1[CH:6]=[C:7]([NH:18][CH:22]=[C:23]([C:24]([O:26][CH2:27][CH3:28])=[O:25])[C:29]([O:31][CH2:32][CH3:33])=[O:30])[CH:8]=[CH:9][C:10]=1[N:11]1[CH2:16][CH2:15][N:14]([CH3:17])[CH2:13][CH2:12]1)([CH3:3])[CH3:2]. The catalyst class is: 10. (4) Reactant: Br[C:2]1[CH:3]=[CH:4][C:5]2[O:11][CH2:10][CH2:9][N:8]3[C:12]([C:18]4[NH:22][N:21]=[C:20]([CH:23]5[CH2:25][CH2:24]5)[N:19]=4)=[C:13]([C:15]([NH2:17])=[O:16])[N:14]=[C:7]3[C:6]=2[CH:26]=1.[N:27]1[CH:32]=[CH:31][CH:30]=[N:29][C:28]=1[C@:33]([OH:37])([C:35]#[CH:36])[CH3:34].C(NC(C)C)(C)C. Product: [CH:23]1([C:20]2[N:19]=[C:18]([C:12]3[N:8]4[CH2:9][CH2:10][O:11][C:5]5[CH:4]=[CH:3][C:2]([C:36]#[C:35][C@@:33]([OH:37])([C:28]6[N:29]=[CH:30][CH:31]=[CH:32][N:27]=6)[CH3:34])=[CH:26][C:6]=5[C:7]4=[N:14][C:13]=3[C:15]([NH2:17])=[O:16])[NH:22][N:21]=2)[CH2:25][CH2:24]1. The catalyst class is: 3.